Dataset: NCI-60 drug combinations with 297,098 pairs across 59 cell lines. Task: Regression. Given two drug SMILES strings and cell line genomic features, predict the synergy score measuring deviation from expected non-interaction effect. Drug 1: CN1CCC(CC1)COC2=C(C=C3C(=C2)N=CN=C3NC4=C(C=C(C=C4)Br)F)OC. Drug 2: CC12CCC3C(C1CCC2=O)CC(=C)C4=CC(=O)C=CC34C. Cell line: T-47D. Synergy scores: CSS=19.9, Synergy_ZIP=-6.86, Synergy_Bliss=-0.130, Synergy_Loewe=-2.60, Synergy_HSA=0.458.